From a dataset of Catalyst prediction with 721,799 reactions and 888 catalyst types from USPTO. Predict which catalyst facilitates the given reaction. (1) Reactant: [C:1]([O:5][C:6]([N:8]1[CH2:13][CH2:12][N:11]([C:14]2[CH:19]=[CH:18][CH:17]=[CH:16][C:15]=2[OH:20])[CH2:10][CH2:9]1)=[O:7])([CH3:4])([CH3:3])[CH3:2].[H-].[Na+].Cl[CH2:24][C:25]([N:27]([CH2:30][CH3:31])[CH2:28][CH3:29])=[O:26]. Product: [C:1]([O:5][C:6]([N:8]1[CH2:9][CH2:10][N:11]([C:14]2[CH:19]=[CH:18][CH:17]=[CH:16][C:15]=2[O:20][CH2:24][C:25](=[O:26])[N:27]([CH2:30][CH3:31])[CH2:28][CH3:29])[CH2:12][CH2:13]1)=[O:7])([CH3:4])([CH3:2])[CH3:3]. The catalyst class is: 3. (2) Reactant: C([O:4][CH2:5][C@@H:6]1[C@@H:11]([O:12]C(=O)C)[C@H:10]([O:16]C(=O)C)[C@H:9]([O:20]C(=O)C)[C@@H:8]([CH2:24]/[CH:25]=[CH:26]/[C:27]2[CH:32]=[CH:31][C:30]([C:33]#[C:34][C:35]3[CH:40]=[CH:39][C:38]([C@@H:41]4[C@@H:46]([O:47]C(=O)C)[C@@H:45]([O:51]C(=O)C)[C@H:44]([O:55]C(=O)C)[C@@H:43]([CH2:59][O:60]C(=O)C)[O:42]4)=[CH:37][CH:36]=3)=[CH:29][CH:28]=2)[O:7]1)(=O)C.CO[Na]. Product: [OH:4][CH2:5][C@@H:6]1[C@@H:11]([OH:12])[C@H:10]([OH:16])[C@H:9]([OH:20])[C@@H:8]([CH2:24]/[CH:25]=[CH:26]/[C:27]2[CH:28]=[CH:29][C:30]([C:33]#[C:34][C:35]3[CH:40]=[CH:39][C:38]([C@@H:41]4[C@@H:46]([OH:47])[C@@H:45]([OH:51])[C@H:44]([OH:55])[C@@H:43]([CH2:59][OH:60])[O:42]4)=[CH:37][CH:36]=3)=[CH:31][CH:32]=2)[O:7]1. The catalyst class is: 5. (3) Reactant: [Cl:1][C:2]1[CH:8]=[CH:7][C:5]([NH2:6])=[CH:4][CH:3]=1.[C:9](O[C:9]([O:11][C:12]([CH3:15])([CH3:14])[CH3:13])=[O:10])([O:11][C:12]([CH3:15])([CH3:14])[CH3:13])=[O:10]. Product: [Cl:1][C:2]1[CH:8]=[CH:7][C:5]([NH:6][C:9](=[O:10])[O:11][C:12]([CH3:15])([CH3:14])[CH3:13])=[CH:4][CH:3]=1. The catalyst class is: 107. (4) Product: [Cl:1][C:2]1[CH:7]=[CH:6][CH:5]=[C:4]2[C:3]=1[NH:9][N:15]=[CH:8]2. Reactant: [Cl:1][C:2]1[CH:7]=[CH:6][CH:5]=[C:4]([CH3:8])[C:3]=1[NH2:9].OS(O)(=O)=O.[N:15]([O-])=O.[Na+].C([O-])(=O)C.[Na+]. The catalyst class is: 6. (5) Reactant: C[O:2][C:3]([CH:5]1[CH2:9][CH:8]([N:10]2[N:14]=[N:13][C:12]([C:15]3[CH:20]=[CH:19][C:18]([F:21])=[CH:17][C:16]=3[F:22])=[N:11]2)[CH2:7][N:6]1[C:23]([O:25][C:26]([CH3:29])([CH3:28])[CH3:27])=[O:24])=[O:4].[Li+].[OH-]. The catalyst class is: 5. Product: [C:26]([O:25][C:23]([N:6]1[CH2:7][C@@H:8]([N:10]2[N:14]=[N:13][C:12]([C:15]3[CH:20]=[CH:19][C:18]([F:21])=[CH:17][C:16]=3[F:22])=[N:11]2)[CH2:9][C@H:5]1[C:3]([OH:4])=[O:2])=[O:24])([CH3:29])([CH3:27])[CH3:28]. (6) Reactant: [CH:1]1[C:10]2[C:5](=[CH:6][CH:7]=[CH:8][CH:9]=2)[CH:4]=[CH:3][C:2]=1[C:11]([NH:13][CH:14]1[C:21](=[O:22])[N:20]2[CH:23]([C:27](O)=[O:28])[CH2:24][CH2:25][CH2:26][CH:19]2[CH2:18][CH:17]=[CH:16][CH2:15]1)=[O:12].Cl.CN(C)CCCN=C=NCC.CN1CCOCC1.ON1C2C=CC=CC=2N=N1.[CH2:59]([O:66][C:67](=[O:80])[CH2:68][CH:69]([NH2:79])[CH2:70][O:71][Si:72]([C:75]([CH3:78])([CH3:77])[CH3:76])([CH3:74])[CH3:73])[C:60]1[CH:65]=[CH:64][CH:63]=[CH:62][CH:61]=1. Product: [CH2:59]([O:66][C:67](=[O:80])[CH2:68][CH:69]([NH:79][C:27]([CH:23]1[N:20]2[C:21](=[O:22])[CH:14]([NH:13][C:11]([C:2]3[CH:3]=[CH:4][C:5]4[C:10](=[CH:9][CH:8]=[CH:7][CH:6]=4)[CH:1]=3)=[O:12])[CH2:15][CH:16]=[CH:17][CH2:18][CH:19]2[CH2:26][CH2:25][CH2:24]1)=[O:28])[CH2:70][O:71][Si:72]([C:75]([CH3:76])([CH3:77])[CH3:78])([CH3:74])[CH3:73])[C:60]1[CH:61]=[CH:62][CH:63]=[CH:64][CH:65]=1. The catalyst class is: 20. (7) Reactant: [Cl:1][C:2]1[CH:21]=[C:20]([N+:22]([O-:24])=[O:23])[CH:19]=[C:18]([Cl:25])[C:3]=1[O:4][C:5]1[C:6](C(O)=O)=[N:7][C:8]2[C:13]([CH:14]=1)=[CH:12][CH:11]=[CH:10][CH:9]=2.C[C:27]([OH:29])=[O:28].[CH2:30]1COCC1. Product: [CH3:30][O:29][C:27]([C:11]1[CH:12]=[C:13]2[C:8](=[CH:9][CH:10]=1)[N:7]=[CH:6][C:5]([O:4][C:3]1[C:2]([Cl:1])=[CH:21][C:20]([N+:22]([O-:24])=[O:23])=[CH:19][C:18]=1[Cl:25])=[CH:14]2)=[O:28]. The catalyst class is: 28. (8) Product: [Br:1][C:2]1[CH:3]=[C:4]([CH:9]=[CH:10][C:11]=1[CH2:12][NH:23][CH2:24][CH2:25][OH:26])[C:5]([O:7][CH3:8])=[O:6]. Reactant: [Br:1][C:2]1[CH:3]=[C:4]([CH:9]=[CH:10][C:11]=1[CH2:12]Br)[C:5]([O:7][CH3:8])=[O:6].C(=O)([O-])[O-].[K+].[K+].CC#N.[NH2:23][CH2:24][CH2:25][OH:26]. The catalyst class is: 100. (9) Reactant: [N+](C1C=CC(O[C:11](=[O:29])[NH:12][CH2:13][CH:14]2[CH2:19][CH2:18][C:17]([N:26]([CH3:28])[CH3:27])([C:20]3[CH:25]=[CH:24][CH:23]=[CH:22][CH:21]=3)[CH2:16][CH2:15]2)=CC=1)([O-])=O.[F:30][C:31]1[CH:32]=[C:33]2[C:37](=[CH:38][CH:39]=1)[NH:36][CH:35]=[C:34]2[CH:40]1[CH2:45][CH2:44][CH2:43][NH:42][CH2:41]1. Product: [CH3:28][N:26]([CH3:27])[C:17]1([C:20]2[CH:21]=[CH:22][CH:23]=[CH:24][CH:25]=2)[CH2:18][CH2:19][CH:14]([CH2:13][NH:12][C:11]([N:42]2[CH2:43][CH2:44][CH2:45][CH:40]([C:34]3[C:33]4[C:37](=[CH:38][CH:39]=[C:31]([F:30])[CH:32]=4)[NH:36][CH:35]=3)[CH2:41]2)=[O:29])[CH2:15][CH2:16]1. The catalyst class is: 12. (10) Reactant: [C:1]([NH:4][C:5]([CH2:16][CH2:17][C:18]1[CH:23]=[CH:22][C:21]([O:24][C:25]2[CH:30]=[CH:29][C:28]([C:31](=O)[CH2:32][O:33][C:34](=O)[CH2:35][CH2:36][CH3:37])=[CH:27][CH:26]=2)=[CH:20][CH:19]=1)([C:11]([O:13][CH2:14][CH3:15])=[O:12])[C:6]([O:8][CH2:9][CH3:10])=[O:7])(=[O:3])[CH3:2].C([NH2:43])(=O)C.B(F)(F)F.CCOCC. Product: [C:1]([NH:4][C:5]([CH2:16][CH2:17][C:18]1[CH:23]=[CH:22][C:21]([O:24][C:25]2[CH:26]=[CH:27][C:28]([C:31]3[N:43]=[C:34]([CH2:35][CH2:36][CH3:37])[O:33][CH:32]=3)=[CH:29][CH:30]=2)=[CH:20][CH:19]=1)([C:11]([O:13][CH2:14][CH3:15])=[O:12])[C:6]([O:8][CH2:9][CH3:10])=[O:7])(=[O:3])[CH3:2]. The catalyst class is: 113.